Dataset: Forward reaction prediction with 1.9M reactions from USPTO patents (1976-2016). Task: Predict the product of the given reaction. Given the reactants [NH2:1][C:2]1[CH:7]=[CH:6][CH:5]=[CH:4][CH:3]=1.[N:8]([O-])=O.[Na+].C([O-])(=O)C.[Na+].[Cl:17][CH:18](C(C)=O)[C:19]([O:21][CH2:22][CH3:23])=[O:20], predict the reaction product. The product is: [Cl:17][C:18](=[N:8][NH:1][C:2]1[CH:7]=[CH:6][CH:5]=[CH:4][CH:3]=1)[C:19]([O:21][CH2:22][CH3:23])=[O:20].